This data is from Forward reaction prediction with 1.9M reactions from USPTO patents (1976-2016). The task is: Predict the product of the given reaction. (1) Given the reactants [CH3:1][O:2][C:3]1[CH:10]=[CH:9][C:6]([CH:7]=O)=[CH:5][C:4]=1[C:11]1[CH:16]=[CH:15][CH:14]=[CH:13][CH:12]=1.[NH:17]1[C:25]2[C:20](=[CH:21][CH:22]=[CH:23][CH:24]=2)[CH2:19][C:18]1=[O:26], predict the reaction product. The product is: [CH3:1][O:2][C:3]1[C:4]([C:11]2[CH:16]=[CH:15][CH:14]=[CH:13][CH:12]=2)=[CH:5][C:6]([CH:7]=[C:19]2[C:20]3[C:25](=[CH:24][CH:23]=[CH:22][CH:21]=3)[NH:17][C:18]2=[O:26])=[CH:9][CH:10]=1. (2) The product is: [C:18]([CH:1]([OH:2])[C:3]1([C:6]([O:8][CH2:9][CH3:10])=[O:7])[CH2:5][CH2:4]1)#[N:12]. Given the reactants [CH:1]([C:3]1([C:6]([O:8][CH2:9][CH3:10])=[O:7])[CH2:5][CH2:4]1)=[O:2].[Cl-].[NH4+:12].C(OCC)C.[C-:18]#N.[Na+], predict the reaction product. (3) Given the reactants [BH4-].[Na+].[Cl-].[Ce+3].[Cl-].[Cl-].[C:7]([O:15][C@@H:16]1[CH2:24][C@@H:19]2[O:20][C:21](=[O:23])[CH2:22][C@@H:18]2[C@H:17]1/[CH:25]=[CH:26]/[C:27](=[O:34])[CH:28]([CH3:33])[CH2:29][CH2:30][CH2:31][CH3:32])(=[O:14])[C:8]1[CH:13]=[CH:12][CH:11]=[CH:10][CH:9]=1.[Cl-].[NH4+], predict the reaction product. The product is: [C:7]([O:15][C@@H:16]1[CH2:24][C@@H:19]2[O:20][C:21](=[O:23])[CH2:22][C@@H:18]2[C@H:17]1/[CH:25]=[CH:26]/[C@@H:27]([OH:34])[CH:28]([CH3:33])[CH2:29][CH2:30][CH2:31][CH3:32])(=[O:14])[C:8]1[CH:9]=[CH:10][CH:11]=[CH:12][CH:13]=1. (4) The product is: [CH3:1][O:2][C:3](=[O:20])[C:4]1[CH:9]=[C:8]([NH2:10])[C:7]([NH:13][CH3:14])=[CH:6][C:5]=1[N:15]([CH2:16][CH3:17])[CH2:18][CH3:19]. Given the reactants [CH3:1][O:2][C:3](=[O:20])[C:4]1[CH:9]=[C:8]([N+:10]([O-])=O)[C:7]([NH:13][CH3:14])=[CH:6][C:5]=1[N:15]([CH2:18][CH3:19])[CH2:16][CH3:17], predict the reaction product.